This data is from Full USPTO retrosynthesis dataset with 1.9M reactions from patents (1976-2016). The task is: Predict the reactants needed to synthesize the given product. (1) Given the product [C:1]([C:3]1[CH:4]=[C:5]([CH:28]=[CH:29][CH:30]=1)[C:6]([NH:8][C:9]1[C:10]([NH:15][C:16](=[O:27])[C:17]2[CH:18]=[CH:19][C:20]([C:23]([CH3:26])([CH3:25])[CH3:24])=[CH:21][CH:22]=2)=[CH:11][CH:12]=[CH:13][CH:14]=1)=[O:7])(=[O:34])[NH2:2], predict the reactants needed to synthesize it. The reactants are: [C:1]([C:3]1[CH:4]=[C:5]([CH:28]=[CH:29][CH:30]=1)[C:6]([NH:8][C:9]1[C:10]([NH:15][C:16](=[O:27])[C:17]2[CH:22]=[CH:21][C:20]([C:23]([CH3:26])([CH3:25])[CH3:24])=[CH:19][CH:18]=2)=[CH:11][CH:12]=[CH:13][CH:14]=1)=[O:7])#[N:2].OO.C(=O)([O-])[O-:34].[K+].[K+]. (2) Given the product [Cl:1][C:2]1[CH:10]=[C:9]([Cl:11])[CH:8]=[CH:7][C:3]=1[C:4]([NH:12][C:13]1[CH:14]=[CH:15][C:16]([C:19](=[O:26])[CH2:20][CH2:21][C:22]([OH:24])=[O:23])=[CH:17][CH:18]=1)=[O:5], predict the reactants needed to synthesize it. The reactants are: [Cl:1][C:2]1[CH:10]=[C:9]([Cl:11])[CH:8]=[CH:7][C:3]=1[C:4](Cl)=[O:5].[NH2:12][C:13]1[CH:18]=[CH:17][C:16]([C:19](=[O:26])[CH2:20][CH2:21][C:22]([O:24]C)=[O:23])=[CH:15][CH:14]=1. (3) The reactants are: C(NC(C1C=C(S([O:16][CH2:17][C@:18]([OH:68])([CH3:67])[C:19](=[O:66])[C@H:20]([CH2:62][CH:63]([CH3:65])[CH3:64])[NH:21][C:22](=[O:61])[C@H:23]([CH2:54][C:55]2[CH:60]=[CH:59][CH:58]=[CH:57][CH:56]=2)[NH:24][C:25](=[O:53])[C@H:26]([CH2:49][CH:50]([CH3:52])[CH3:51])[NH:27][C:28](=[O:48])[C@H:29]([CH2:40][CH2:41][C:42]2[CH:47]=[CH:46][CH:45]=[CH:44][CH:43]=2)[NH:30][C:31](=[O:39])[CH2:32][N:33]2[CH2:38][CH2:37][O:36][CH2:35][CH2:34]2)(=O)=O)C=CC=1)=O)C#C.[CH2:69]([O:72][C:73]1[CH:78]=[C:77]([O:79][CH3:80])[C:76]([S:81](Cl)(=[O:83])=[O:82])=[C:75]([O:85][CH3:86])[CH:74]=1)[C:70]#[CH:71].C(N)(=O)CCCC. Given the product [CH3:80][O:79][C:77]1[CH:78]=[C:73]([O:72][CH2:69][C:70]#[CH:71])[CH:74]=[C:75]([O:85][CH3:86])[C:76]=1[S:81]([O:16][CH2:17][C:18]([OH:68])([CH3:67])[C:19](=[O:66])[C@H:20]([CH2:62][CH:63]([CH3:64])[CH3:65])[NH:21][C:22](=[O:61])[C@H:23]([CH2:54][C:55]1[CH:60]=[CH:59][CH:58]=[CH:57][CH:56]=1)[NH:24][C:25](=[O:53])[C@H:26]([CH2:49][CH:50]([CH3:52])[CH3:51])[NH:27][C:28](=[O:48])[C@H:29]([CH2:40][CH2:41][C:42]1[CH:47]=[CH:46][CH:45]=[CH:44][CH:43]=1)[NH:30][C:31](=[O:39])[CH2:32][N:33]1[CH2:38][CH2:37][O:36][CH2:35][CH2:34]1)(=[O:83])=[O:82], predict the reactants needed to synthesize it. (4) Given the product [CH:1]1([CH2:4][O:5][C:6]2[CH:11]=[CH:10][C:9]([S:12]([CH3:15])(=[O:13])=[O:14])=[CH:8][C:7]=2[C:26]2[C:27]3[CH:36]=[CH:35][O:34][C:28]=3[C:29](=[O:33])[N:30]([CH3:32])[CH:31]=2)[CH2:2][CH2:3]1, predict the reactants needed to synthesize it. The reactants are: [CH:1]1([CH2:4][O:5][C:6]2[CH:11]=[CH:10][C:9]([S:12]([CH3:15])(=[O:14])=[O:13])=[CH:8][C:7]=2B2OC(C)(C)C(C)(C)O2)[CH2:3][CH2:2]1.Br[C:26]1[C:27]2[CH:36]=[CH:35][O:34][C:28]=2[C:29](=[O:33])[N:30]([CH3:32])[CH:31]=1.[O-]P([O-])([O-])=O.[K+].[K+].[K+]. (5) Given the product [NH2:11][C:10]1[C:5]([C:3]([OH:4])=[O:2])=[N:6][CH:7]=[C:8]([C:12]#[C:13][CH2:14][OH:15])[CH:9]=1.[Cl-:18].[Li+:17], predict the reactants needed to synthesize it. The reactants are: C[O:2][C:3]([C:5]1[C:10]([NH2:11])=[CH:9][C:8]([C:12]#[C:13][CH2:14][OH:15])=[CH:7][N:6]=1)=[O:4].[OH-].[Li+:17].[ClH:18].